This data is from Reaction yield outcomes from USPTO patents with 853,638 reactions. The task is: Predict the reaction yield, written as a fraction of the theoretical maximum amount of product (1.0 means a 100% yield; for example, 0.34 means a 34% yield). (1) The reactants are [NH2:1][C:2]1[N:7]=[CH:6][N:5]=[C:4]2[N:8]([CH:12]([C:14]3[CH:21]=[C:20]([Cl:22])[C:17]([C:18]#[N:19])=[C:16](Br)[C:15]=3[O:24][CH2:25][CH3:26])[CH3:13])[N:9]=[C:10]([CH3:11])[C:3]=12.[CH3:27][S:28]([C:31]1[CH:32]=[N:33][CH:34]=[C:35](B2OC(C)(C)C(C)(C)O2)[CH:36]=1)(=[O:30])=[O:29].C(#N)C.C(=O)([O-])[O-].[Na+].[Na+].O.ClCCl. No catalyst specified. The product is [NH2:1][C:2]1[N:7]=[CH:6][N:5]=[C:4]2[N:8]([CH:12]([C:14]3[CH:21]=[C:20]([Cl:22])[C:17]([C:18]#[N:19])=[C:16]([C:35]4[CH:34]=[N:33][CH:32]=[C:31]([S:28]([CH3:27])(=[O:30])=[O:29])[CH:36]=4)[C:15]=3[O:24][CH2:25][CH3:26])[CH3:13])[N:9]=[C:10]([CH3:11])[C:3]=12. The yield is 0.200. (2) The reactants are [C:1]1([CH3:23])[CH:6]=[CH:5][C:4]([C@H:7]2[CH2:12][C@@H:11]([C:13]([F:16])([F:15])[F:14])[N:10]3[N:17]=[CH:18][C:19]([C:20]([OH:22])=O)=[C:9]3[NH:8]2)=[CH:3][CH:2]=1.CN(C(ON1N=NC2C=CC=NC1=2)=[N+](C)C)C.F[P-](F)(F)(F)(F)F.C(N(CC)C(C)C)(C)C.[Cl:57][C:58]1[CH:59]=[C:60]([CH:63]=[CH:64][C:65]=1[CH3:66])[CH2:61][NH2:62]. No catalyst specified. The product is [Cl:57][C:58]1[CH:59]=[C:60]([CH:63]=[CH:64][C:65]=1[CH3:66])[CH2:61][NH:62][C:20]([C:19]1[CH:18]=[N:17][N:10]2[C@H:11]([C:13]([F:16])([F:15])[F:14])[CH2:12][C@H:7]([C:4]3[CH:3]=[CH:2][C:1]([CH3:23])=[CH:6][CH:5]=3)[NH:8][C:9]=12)=[O:22]. The yield is 0.490.